The task is: Predict the reactants needed to synthesize the given product.. This data is from Retrosynthesis with 50K atom-mapped reactions and 10 reaction types from USPTO. The reactants are: O=C(Cl)c1cccc2ccccc12.O=c1cnn(CO)c(=O)[nH]1. Given the product O=C(OCn1ncc(=O)[nH]c1=O)c1cccc2ccccc12, predict the reactants needed to synthesize it.